Predict the product of the given reaction. From a dataset of Forward reaction prediction with 1.9M reactions from USPTO patents (1976-2016). Given the reactants [CH3:1][C:2]1([CH3:9])[CH2:7][CH2:6][C:5](=[O:8])[CH:4]=[CH:3]1.[OH:10]O.[OH-].[Na+].O, predict the reaction product. The product is: [CH3:1][C:2]1([CH3:9])[CH:7]2[CH:6]([O:10]2)[C:5](=[O:8])[CH2:4][CH2:3]1.